From a dataset of Aqueous solubility values for 9,982 compounds from the AqSolDB database. Regression/Classification. Given a drug SMILES string, predict its absorption, distribution, metabolism, or excretion properties. Task type varies by dataset: regression for continuous measurements (e.g., permeability, clearance, half-life) or binary classification for categorical outcomes (e.g., BBB penetration, CYP inhibition). For this dataset (solubility_aqsoldb), we predict Y. (1) The drug is C=CCC1=C(C)C(OC(=O)C2C(C=C(C)C)C2(C)C)CC1=O. The Y is -4.82 log mol/L. (2) The compound is F[P-](F)(F)(F)(F)F.N#[N+]c1ccccc1. The Y is -1.44 log mol/L. (3) The drug is CN(C)S(=O)(=O)N(SC(F)(Cl)Cl)c1ccccc1. The Y is -5.41 log mol/L. (4) The compound is CC12CCC3C(CCC4CCCCC43C)C1CCC2=O. The Y is -6.70 log mol/L. (5) The compound is CCCCc1c2ccccc2cc2ccc3ccccc3c12. The Y is -7.52 log mol/L. (6) The compound is CCCN(CCC)c1c([N+](=O)[O-])cc(S(N)(=O)=O)cc1[N+](=O)[O-]. The Y is -5.13 log mol/L.